From a dataset of Forward reaction prediction with 1.9M reactions from USPTO patents (1976-2016). Predict the product of the given reaction. (1) Given the reactants [NH2:1][C:2](=[S:15])[C@@H:3]([NH:7][C:8](=[O:14])[O:9][C:10]([CH3:13])([CH3:12])[CH3:11])[CH2:4][C:5]#[CH:6].[CH3:16]I, predict the reaction product. The product is: [C:10]([O:9][C:8]([NH:7][C@@H:3]([CH2:4][C:5]#[CH:6])[C:2]([S:15][CH3:16])=[NH:1])=[O:14])([CH3:11])([CH3:12])[CH3:13]. (2) Given the reactants C(OC([N:8]1[C@@H:12]([CH2:13][CH2:14][S:15]([C:18]2[CH:23]=[CH:22][C:21]([F:24])=[CH:20][CH:19]=2)(=[O:17])=[O:16])[CH2:11][O:10]C1(C)C)=O)(C)(C)C.Cl, predict the reaction product. The product is: [NH2:8][C@@H:12]([CH2:13][CH2:14][S:15]([C:18]1[CH:19]=[CH:20][C:21]([F:24])=[CH:22][CH:23]=1)(=[O:17])=[O:16])[CH2:11][OH:10]. (3) Given the reactants [NH2:1][C:2]1[CH:13]=[CH:12][C:11]2=[C:14]3[C:3]=1[C:4](O)([C:16]([F:19])([F:18])[F:17])[CH2:5][C:6](=[O:15])[N:7]3[CH2:8][CH2:9][O:10]2.C(=O)([O-])[O-].[Na+].[Na+], predict the reaction product. The product is: [NH2:1][C:2]1[CH:13]=[CH:12][C:11]2=[C:14]3[C:3]=1[C:4]([C:16]([F:19])([F:18])[F:17])=[CH:5][C:6](=[O:15])[N:7]3[CH2:8][CH2:9][O:10]2. (4) Given the reactants [N:1]1([C:7]2[CH:12]=[C:11]([C:13]([OH:15])=O)[CH:10]=[CH:9][N:8]=2)[CH2:6][CH2:5][O:4][CH2:3][CH2:2]1.CN(C(ON1N=NC2C=CC=NC1=2)=[N+](C)C)C.F[P-](F)(F)(F)(F)F.CN1CCOCC1.[CH3:47][O:48][C:49]1[C:50]2[N:63]=[C:62]([NH2:64])[S:61][C:51]=2[C:52]([C:55]2[CH:60]=[CH:59][CH:58]=[CH:57][CH:56]=2)=[N:53][CH:54]=1, predict the reaction product. The product is: [CH3:47][O:48][C:49]1[C:50]2[N:63]=[C:62]([NH:64][C:13](=[O:15])[C:11]3[CH:10]=[CH:9][N:8]=[C:7]([N:1]4[CH2:2][CH2:3][O:4][CH2:5][CH2:6]4)[CH:12]=3)[S:61][C:51]=2[C:52]([C:55]2[CH:60]=[CH:59][CH:58]=[CH:57][CH:56]=2)=[N:53][CH:54]=1. (5) Given the reactants N#N.[CH2:3]([P:7]([CH2:12][CH2:13][CH2:14][CH3:15])[CH2:8][CH2:9][CH2:10][CH3:11])[CH2:4][CH2:5][CH3:6].[N-:16]([S:24]([C:27]([F:30])([F:29])[F:28])(=[O:26])=[O:25])[S:17]([C:20]([F:23])([F:22])[F:21])(=[O:19])=[O:18].[C:31](=O)(OC)OC, predict the reaction product. The product is: [F:30][C:27]([F:28])([F:29])[S:24]([N-:16][S:17]([C:20]([F:21])([F:22])[F:23])(=[O:18])=[O:19])(=[O:25])=[O:26].[CH3:31][P+:7]([CH2:3][CH2:4][CH2:5][CH3:6])([CH2:8][CH2:9][CH2:10][CH3:11])[CH2:12][CH2:13][CH2:14][CH3:15]. (6) Given the reactants Br[C:2]1[CH:7]=[CH:6][C:5]([CH:8]([NH:12][C:13]([C:15]2[S:16][C:17]([C:20]([CH3:23])([CH3:22])[CH3:21])=[CH:18][CH:19]=2)=[O:14])[C:9]([O-:11])=[O:10])=[CH:4][CH:3]=1.[CH3:24]C([O-])=O.[K+].[CH3:29][C:30]1([CH3:46])[C:34]([CH3:36])([CH3:35])[O:33][B:32]([B:32]2[O:33][C:34]([CH3:36])([CH3:35])[C:30]([CH3:46])([CH3:29])[O:31]2)[O:31]1, predict the reaction product. The product is: [C:20]([C:17]1[S:16][C:15]([C:13]([NH:12][CH:8]([C:5]2[CH:6]=[CH:7][C:2]([B:32]3[O:33][C:34]([CH3:36])([CH3:35])[C:30]([CH3:46])([CH3:29])[O:31]3)=[CH:3][CH:4]=2)[C:9]([O:11][CH3:24])=[O:10])=[O:14])=[CH:19][CH:18]=1)([CH3:23])([CH3:22])[CH3:21]. (7) Given the reactants C(OC([NH:8][C@H:9]([C:13](O)=[O:14])[CH:10]([CH3:12])[CH3:11])=O)(C)(C)C.C(N(CC)C(C)C)(C)C.[CH3:25][C:26]1[CH:31]=[C:30]([N:32]([CH3:44])[CH2:33][C:34]2[CH:39]=[CH:38][C:37]([C:40]([F:43])([F:42])[F:41])=[CH:36][CH:35]=2)[CH:29]=[C:28]([CH3:45])[C:27]=1[NH2:46], predict the reaction product. The product is: [NH2:8][C@@H:9]([CH:10]([CH3:12])[CH3:11])[C:13]([NH:46][C:27]1[C:26]([CH3:25])=[CH:31][C:30]([N:32]([CH3:44])[CH2:33][C:34]2[CH:35]=[CH:36][C:37]([C:40]([F:41])([F:42])[F:43])=[CH:38][CH:39]=2)=[CH:29][C:28]=1[CH3:45])=[O:14]. (8) Given the reactants C([O:4][CH2:5][C@@H:6]1[C@@H:11]([O:12]C(=O)C)[C@H:10]([OH:16])[C@H:9]([OH:17])[C@@H:8]([C:18]2[CH:23]=[CH:22][CH:21]=[C:20]([Br:24])[CH:19]=2)[O:7]1)(=O)C.CO[Na], predict the reaction product. The product is: [Br:24][C:20]1[CH:19]=[C:18]([C@@H:8]2[C@@H:9]([OH:17])[C@@H:10]([OH:16])[C@H:11]([OH:12])[C@@H:6]([CH2:5][OH:4])[O:7]2)[CH:23]=[CH:22][CH:21]=1. (9) Given the reactants [CH3:1][O:2][C:3]1[CH:8]=[CH:7][C:6]([NH2:9])=[CH:5][CH:4]=1.CCN(CC)CC.[Cl:17][CH2:18][CH2:19][C:20](Cl)=[O:21], predict the reaction product. The product is: [CH3:1][O:2][C:3]1[CH:8]=[CH:7][C:6]([NH:9][C:20](=[O:21])[CH2:19][CH2:18][Cl:17])=[CH:5][CH:4]=1.